Dataset: Full USPTO retrosynthesis dataset with 1.9M reactions from patents (1976-2016). Task: Predict the reactants needed to synthesize the given product. (1) Given the product [F:1][C@:2]([CH3:35])([C:23]([NH:25][CH2:26][CH2:27][C:28]([F:33])([F:34])[C:29]([F:32])([F:31])[F:30])=[O:24])[C:3]([NH:5][C@@H:6]1[C:12](=[O:13])[N:11]([CH3:14])[C:10]2[CH:15]=[CH:16][CH:17]=[CH:18][C:9]=2[C:8]2[CH:19]=[CH:20][CH:21]=[CH:22][C:7]1=2)=[O:4], predict the reactants needed to synthesize it. The reactants are: [F:1][C:2]([CH3:35])([C:23]([NH:25][CH2:26][CH2:27][C:28]([F:34])([F:33])[C:29]([F:32])([F:31])[F:30])=[O:24])[C:3]([NH:5][C@@H:6]1[C:12](=[O:13])[N:11]([CH3:14])[C:10]2[CH:15]=[CH:16][CH:17]=[CH:18][C:9]=2[C:8]2[CH:19]=[CH:20][CH:21]=[CH:22][C:7]1=2)=[O:4].CCCCCCC. (2) Given the product [CH3:1][C:2]1[C:6]([C:7]2[CH:12]=[CH:11][NH:10][C:9](=[O:18])[N:8]=2)=[C:5]([CH3:17])[O:4][N:3]=1, predict the reactants needed to synthesize it. The reactants are: [CH3:1][C:2]1[C:6]([C:7]2[CH:12]=[CH:11][N:10]=[C:9](S(C)(=O)=O)[N:8]=2)=[C:5]([CH3:17])[O:4][N:3]=1.[O:18]1CCOCC1. (3) Given the product [N:20]1([C:2]2[CH:7]=[C:6]([NH2:8])[CH:5]=[CH:4][N:3]=2)[CH2:19][CH2:18][CH2:17][CH2:15]1, predict the reactants needed to synthesize it. The reactants are: Cl[C:2]1[CH:7]=[C:6]([NH2:8])[CH:5]=[CH:4][N:3]=1.O1CCN([C:15]2[N:20]=[C:19](N)[CH:18]=[CH:17]C=2)CC1.N1CCCC1.N1CCOCC1. (4) Given the product [Cl:7][C:8]1[C:13]([O:14][CH:16]([F:21])[F:20])=[CH:12][CH:11]=[CH:10][N:9]=1, predict the reactants needed to synthesize it. The reactants are: C(=O)([O-])[O-].[K+].[K+].[Cl:7][C:8]1[C:13]([OH:14])=[CH:12][CH:11]=[CH:10][N:9]=1.Cl[C:16]([F:21])([F:20])C([O-])=O.[Na+]. (5) Given the product [F:38][C:37]1[CH:36]=[CH:35][CH:34]=[C:33]([F:39])[C:32]=1[N:29]1[C:18](=[O:19])[C:11]2[C@@H:12]3[C:15]([CH3:17])([CH3:16])[C@@:9]([CH3:8])([CH2:14][CH2:13]3)[C:10]=2[N:30]1[CH3:31], predict the reactants needed to synthesize it. The reactants are: C(N(CC)CC)C.[CH3:8][C@:9]12[C:15]([CH3:17])([CH3:16])[C@H:12]([CH2:13][CH2:14]1)[CH:11]([C:18](Cl)=[O:19])[C:10]2=O.C(OC([N:29]([C:32]1[C:37]([F:38])=[CH:36][CH:35]=[CH:34][C:33]=1[F:39])[NH:30][CH3:31])=O)(C)(C)C.Cl.O1CCOCC1. (6) Given the product [Cl:1][C:2]1[CH:3]=[CH:4][C:5]([S:23]([CH2:26][CH3:27])(=[O:24])=[O:25])=[C:6]([CH:22]=1)[NH:7][N:8]1[C:17](=[O:18])[C:16]2[C:11](=[CH:12][CH:13]=[C:14]([CH:19]([CH3:21])[CH3:20])[CH:15]=2)[N:10]=[CH:9]1, predict the reactants needed to synthesize it. The reactants are: [Cl:1][C:2]1[CH:3]=[CH:4][C:5]([S:23]([CH2:26][CH3:27])(=[O:25])=[O:24])=[C:6]([CH:22]=1)[NH:7][N:8]1[C:17](=[O:18])[C:16]2[C:11](=[CH:12][CH:13]=[C:14]([C:19]([CH3:21])=[CH2:20])[CH:15]=2)[N:10]=[CH:9]1. (7) Given the product [CH2:1]([O:3][C:4]1[CH:9]=[C:8]([O:10][CH2:11][CH2:12][CH2:13][C:14]2[C:15]([O:29][CH3:38])=[N:16][N:17]([C:19]3[CH:24]=[CH:23][C:22]([C:25]([F:27])([F:28])[F:26])=[CH:21][N:20]=3)[CH:18]=2)[CH:7]=[CH:6][C:5]=1[CH2:30][CH2:31][C:32]([OH:34])=[O:33])[CH3:2], predict the reactants needed to synthesize it. The reactants are: [CH2:1]([O:3][C:4]1[CH:9]=[C:8]([O:10][CH2:11][CH2:12][CH2:13][C:14]2[C:15]([OH:29])=[N:16][N:17]([C:19]3[CH:24]=[CH:23][C:22]([C:25]([F:28])([F:27])[F:26])=[CH:21][N:20]=3)[CH:18]=2)[CH:7]=[CH:6][C:5]=1[CH2:30][CH2:31][C:32]([O:34]C)=[O:33])[CH3:2].CI.[CH3:38]N(C)C=O.[H-].[Na+].